Dataset: Forward reaction prediction with 1.9M reactions from USPTO patents (1976-2016). Task: Predict the product of the given reaction. (1) The product is: [CH:1]1[CH:2]=[CH:3][C:4]2[N:10]=[C:9]([CH:11]3[CH2:13][CH2:12]3)[C:8](/[CH:14]=[CH:15]/[C@@H:16]([OH:24])[CH2:17][C@@H:18]([OH:23])[CH2:19][C:20]([OH:22])=[O:21])=[C:7]([C:25]3[CH:30]=[CH:29][C:28]([F:31])=[CH:27][CH:26]=3)[C:5]=2[CH:6]=1.[NH2:32][C@H:33]([C:39]([OH:41])=[O:40])[CH2:34][CH2:35][CH2:36][CH2:37][NH2:38]. Given the reactants [CH:1]1[CH:2]=[CH:3][C:4]2[N:10]=[C:9]([CH:11]3[CH2:13][CH2:12]3)[C:8](/[CH:14]=[CH:15]/[C@@H:16]([OH:24])[CH2:17][C@@H:18]([OH:23])[CH2:19][C:20]([OH:22])=[O:21])=[C:7]([C:25]3[CH:26]=[CH:27][C:28]([F:31])=[CH:29][CH:30]=3)[C:5]=2[CH:6]=1.[NH2:32][C@H:33]([C:39]([OH:41])=[O:40])[CH2:34][CH2:35][CH2:36][CH2:37][NH2:38].CO, predict the reaction product. (2) Given the reactants [OH-].[Na+].[NH2:3][C:4]1[CH:12]=[CH:11][CH:10]=[C:9]([O:13][CH3:14])[C:5]=1[C:6]([OH:8])=[O:7].[C:15](Cl)(Cl)=[O:16], predict the reaction product. The product is: [CH3:14][O:13][C:9]1[C:5]2[C:6](=[O:8])[O:7][C:15](=[O:16])[NH:3][C:4]=2[CH:12]=[CH:11][CH:10]=1. (3) The product is: [CH2:1]([N:8]1[CH2:13][CH2:12][CH:11]([O:14][C:15]2[S:16][C:17]3[CH:23]=[C:22]([C:31]4[CH2:36][CH2:35][N:34]([C:37]([O:39][C:40]([CH3:43])([CH3:42])[CH3:41])=[O:38])[CH2:33][CH:32]=4)[CH:21]=[CH:20][C:18]=3[N:19]=2)[CH2:10][CH2:9]1)[C:2]1[CH:7]=[CH:6][CH:5]=[CH:4][CH:3]=1. Given the reactants [CH2:1]([N:8]1[CH2:13][CH2:12][CH:11]([O:14][C:15]2[S:16][C:17]3[CH:23]=[C:22](Br)[CH:21]=[CH:20][C:18]=3[N:19]=2)[CH2:10][CH2:9]1)[C:2]1[CH:7]=[CH:6][CH:5]=[CH:4][CH:3]=1.[Li]CCCC.O=[C:31]1[CH2:36][CH2:35][N:34]([C:37]([O:39][C:40]([CH3:43])([CH3:42])[CH3:41])=[O:38])[CH2:33][CH2:32]1, predict the reaction product. (4) Given the reactants C(C1[O:6][C:7]2[C:13]([S:14]([N:17]3[CH2:23][CH2:22][CH2:21][NH:20][CH2:19][CH2:18]3)(=[O:16])=[O:15])=[C:12]([Cl:24])[CH:11]=[CH:10][C:8]=2[N:9]=1)(C)(C)C.O.OS(O)(=O)=O.[OH-].[Na+], predict the reaction product. The product is: [NH2:9][C:8]1[C:7]([OH:6])=[C:13]([S:14]([N:17]2[CH2:23][CH2:22][CH2:21][NH:20][CH2:19][CH2:18]2)(=[O:16])=[O:15])[C:12]([Cl:24])=[CH:11][CH:10]=1.